From a dataset of Forward reaction prediction with 1.9M reactions from USPTO patents (1976-2016). Predict the product of the given reaction. The product is: [I:18][C:5]1[C:6]2[C:11](=[CH:10][CH:9]=[CH:8][CH:7]=2)[C:2]([Br:1])=[CH:3][CH:4]=1. Given the reactants [Br:1][C:2]1[C:11]2[C:6](=[CH:7][CH:8]=[CH:9][CH:10]=2)[C:5](Br)=[CH:4][CH:3]=1.[Li]CCCC.[I:18]I.OS([O-])=O.[Na+], predict the reaction product.